Dataset: Catalyst prediction with 721,799 reactions and 888 catalyst types from USPTO. Task: Predict which catalyst facilitates the given reaction. Reactant: [Cl:1][C:2]1[C:22]([Cl:23])=[C:21]([N+:24]([O-])=O)[CH:20]=[CH:19][C:3]=1[O:4][C:5]1[CH:10]=[CH:9][N:8]=[C:7]([NH:11][C:12]([N:14]2[CH2:18][CH2:17][CH2:16][CH2:15]2)=[O:13])[CH:6]=1.C(Cl)Cl.CC(O)=O.[H][H]. Product: [NH2:24][C:21]1[CH:20]=[CH:19][C:3]([O:4][C:5]2[CH:10]=[CH:9][N:8]=[C:7]([NH:11][C:12]([N:14]3[CH2:15][CH2:16][CH2:17][CH2:18]3)=[O:13])[CH:6]=2)=[C:2]([Cl:1])[C:22]=1[Cl:23]. The catalyst class is: 465.